This data is from Reaction yield outcomes from USPTO patents with 853,638 reactions. The task is: Predict the reaction yield, written as a fraction of the theoretical maximum amount of product (1.0 means a 100% yield; for example, 0.34 means a 34% yield). The reactants are Cl[C:2]1[N:7]=[C:6]([N:8]2[CH2:13][CH2:12][O:11][CH2:10][CH2:9]2)[N:5]=[C:4]([N:14]2[CH2:19][CH2:18][O:17][CH2:16][CH2:15]2)[N:3]=1.[C:20]([C:22]1[CH:27]=[CH:26][C:25](B(O)O)=[CH:24][CH:23]=1)#[N:21]. No catalyst specified. The product is [O:17]1[CH2:18][CH2:19][N:14]([C:4]2[N:5]=[C:6]([N:8]3[CH2:13][CH2:12][O:11][CH2:10][CH2:9]3)[N:7]=[C:2]([C:25]3[CH:26]=[CH:27][C:22]([C:20]#[N:21])=[CH:23][CH:24]=3)[N:3]=2)[CH2:15][CH2:16]1. The yield is 0.500.